Dataset: Catalyst prediction with 721,799 reactions and 888 catalyst types from USPTO. Task: Predict which catalyst facilitates the given reaction. (1) Reactant: C[O:2][C:3]([C:5]12[CH2:12][C:9]([C:13]([O:15]C)=[O:14])([CH2:10][CH2:11]1)[CH2:8][CH2:7][CH2:6]2)=[O:4].[OH-].[Li+]. Product: [C:9]12([C:13]([OH:15])=[O:14])[CH2:12][C:5]([C:3]([OH:4])=[O:2])([CH2:11][CH2:10]1)[CH2:6][CH2:7][CH2:8]2. The catalyst class is: 30. (2) Reactant: [NH2:1][C:2]1[CH:3]=[C:4]([C:8]#[C:9][C:10]2[C:11]([NH2:17])=[N:12][CH:13]=[N:14][C:15]=2[NH2:16])[CH:5]=[CH:6][CH:7]=1.[C:18]1([N:24]=[C:25]=[O:26])[CH:23]=[CH:22][CH:21]=[CH:20][CH:19]=1. Product: [NH2:16][C:15]1[C:10]([C:9]#[C:8][C:4]2[CH:3]=[C:2]([NH:1][C:25]([NH:24][C:18]3[CH:23]=[CH:22][CH:21]=[CH:20][CH:19]=3)=[O:26])[CH:7]=[CH:6][CH:5]=2)=[C:11]([NH2:17])[N:12]=[CH:13][N:14]=1. The catalyst class is: 1. (3) Reactant: [N:1]([C@@H:4]1[CH2:9][CH2:8][C@@H:7]([NH:10]C(=O)OC(C)(C)C)[CH2:6][C@H:5]1[CH3:18])=[N+:2]=[N-:3].[ClH:19].C(OC)(C)(C)C. Product: [ClH:19].[N:1]([C@@H:4]1[CH2:9][CH2:8][C@@H:7]([NH2:10])[CH2:6][C@H:5]1[CH3:18])=[N+:2]=[N-:3]. The catalyst class is: 1.